Predict the reactants needed to synthesize the given product. From a dataset of Full USPTO retrosynthesis dataset with 1.9M reactions from patents (1976-2016). (1) Given the product [Cl:1][C:2]1[CH:3]=[C:4]([N:8]2[C:12]([CH2:13][NH:14][C:15]([NH:17][C:18]3[CH:19]=[N:20][C:21]([CH:24]([OH:25])[CH2:28][OH:27])=[CH:22][CH:23]=3)=[O:16])=[CH:11][C:10]([C:31]([F:34])([F:32])[F:33])=[N:9]2)[CH:5]=[CH:6][CH:7]=1, predict the reactants needed to synthesize it. The reactants are: [Cl:1][C:2]1[CH:3]=[C:4]([N:8]2[C:12]([CH2:13][NH:14][C:15]([NH:17][C:18]3[CH:19]=[N:20][C:21]([CH:24]4[CH2:28][O:27]C(C)(C)[O:25]4)=[CH:22][CH:23]=3)=[O:16])=[CH:11][C:10]([C:31]([F:34])([F:33])[F:32])=[N:9]2)[CH:5]=[CH:6][CH:7]=1. (2) Given the product [CH3:1][O:2][C:3]1[CH:4]=[CH:5][C:6]([C:9]2[O:13][N:12]=[CH:11][C:10]=2[CH2:14][CH2:15][CH2:16][OH:17])=[CH:7][CH:8]=1, predict the reactants needed to synthesize it. The reactants are: [CH3:1][O:2][C:3]1[CH:8]=[CH:7][C:6]([C:9]2[O:13][N:12]=[CH:11][C:10]=2[CH2:14][CH2:15][C:16](OC)=[O:17])=[CH:5][CH:4]=1.[H-].C([Al+]CC(C)C)C(C)C.Cl. (3) Given the product [C:34]([C:31]1[CH:30]=[CH:29][C:28]([CH2:27][N:7]2[C:8]3[C:13](=[CH:12][C:11]([C:20]4[CH:25]=[CH:24][CH:23]=[C:22]([CH3:26])[CH:21]=4)=[CH:10][CH:9]=3)[C:14]3[C:15](=[O:19])[C:16](=[O:18])[O:17][CH2:5][C:6]2=3)=[CH:33][CH:32]=1)([CH3:37])([CH3:35])[CH3:36], predict the reactants needed to synthesize it. The reactants are: C(O[CH2:5][C:6]1[N:7]([CH2:27][C:28]2[CH:33]=[CH:32][C:31]([C:34]([CH3:37])([CH3:36])[CH3:35])=[CH:30][CH:29]=2)[C:8]2[C:13]([C:14]=1[C:15](=[O:19])[C:16]([OH:18])=[O:17])=[CH:12][C:11]([C:20]1[CH:25]=[CH:24][CH:23]=[C:22]([CH3:26])[CH:21]=1)=[CH:10][CH:9]=2)(=O)C.[OH-].[K+]. (4) Given the product [CH3:1][N:2]([CH3:15])[C:3]([C:5]1[CH:14]=[CH:13][C:8]([C:9]([OH:11])=[O:10])=[CH:7][CH:6]=1)=[O:4], predict the reactants needed to synthesize it. The reactants are: [CH3:1][N:2]([CH3:15])[C:3]([C:5]1[CH:14]=[CH:13][C:8]([C:9]([O:11]C)=[O:10])=[CH:7][CH:6]=1)=[O:4].[Li+].[OH-]. (5) Given the product [N+:8]([C:3]1[CH:4]=[N:5][CH:6]=[CH:7][C:2]=1[N:23]1[CH2:22][CH2:21][CH2:20][CH:19]([NH:18][C:16](=[O:17])[O:15][C:12]([CH3:13])([CH3:11])[CH3:14])[CH2:24]1)([O-:10])=[O:9], predict the reactants needed to synthesize it. The reactants are: Cl[C:2]1[CH:7]=[CH:6][N:5]=[CH:4][C:3]=1[N+:8]([O-:10])=[O:9].[CH3:11][C:12]([O:15][C:16]([NH:18][CH:19]1[CH2:24][NH:23][CH2:22][CH2:21][CH2:20]1)=[O:17])([CH3:14])[CH3:13].C(N(C(C)C)CC)(C)C. (6) Given the product [NH:15]1[CH2:14][CH2:13][CH:12]([N:8]2[C:4]3[C:3](=[N+:2]([O-:1])[CH:7]=[CH:6][CH:5]=3)[NH:10][C:9]2=[O:11])[CH2:17][CH2:16]1.[C:27]([OH:29])([C:26]([F:31])([F:30])[F:25])=[O:28], predict the reactants needed to synthesize it. The reactants are: [O-:1][N+:2]1[CH:7]=[CH:6][CH:5]=[C:4]2[N:8]([CH:12]3[CH2:17][CH2:16][N:15](C(OC(C)(C)C)=O)[CH2:14][CH2:13]3)[C:9](=[O:11])[NH:10][C:3]=12.[F:25][C:26]([F:31])([F:30])[C:27]([OH:29])=[O:28]. (7) The reactants are: C[Si]([N-][Si](C)(C)C)(C)C.[Li+].[F:11][C:12]1[CH:25]=[CH:24][CH:23]=[CH:22][C:13]=1[C:14]([NH:16][C:17]1[CH:21]=[CH:20][NH:19][N:18]=1)=[O:15].Br[CH2:27][C:28]1[CH:33]=[CH:32][C:31]([O:34][CH3:35])=[CH:30][C:29]=1[C:36]([F:39])([F:38])[F:37]. Given the product [F:11][C:12]1[CH:25]=[CH:24][CH:23]=[CH:22][C:13]=1[C:14]([NH:16][C:17]1[CH:21]=[CH:20][N:19]([CH2:27][C:28]2[CH:33]=[CH:32][C:31]([O:34][CH3:35])=[CH:30][C:29]=2[C:36]([F:37])([F:38])[F:39])[N:18]=1)=[O:15], predict the reactants needed to synthesize it.